This data is from HIV replication inhibition screening data with 41,000+ compounds from the AIDS Antiviral Screen. The task is: Binary Classification. Given a drug SMILES string, predict its activity (active/inactive) in a high-throughput screening assay against a specified biological target. (1) The compound is CC1(CCCCO)C=CC(S(=O)(=O)c2ccccc2)CC1. The result is 0 (inactive). (2) The result is 0 (inactive). The drug is COc1ccc2c(c1)OC1c3ccc(OC)cc3OCC21. (3) The molecule is Cc1cc(OP2(=O)Nc3ccccc3-c3ccccc3N2)ccc1Cl. The result is 0 (inactive). (4) The result is 0 (inactive). The molecule is O=C1C=C(N2CCOCC2)c2cnccc2C1=O.